This data is from Experimentally validated miRNA-target interactions with 360,000+ pairs, plus equal number of negative samples. The task is: Binary Classification. Given a miRNA mature sequence and a target amino acid sequence, predict their likelihood of interaction. (1) The protein sequence of the target gene is MGKDYYKILGIPSGANEDEIKKAYRKMALKYHPDKNKEPNAEEKFKEIAEAYDVLSDPKKRGLYDQYGEEGLKTGGGTSGGSSGSFHYTFHGDPHATFASFFGGSNPFDIFFASSRSTRPFSGFDPDDMDVDEDEDPFGAFGRFGFNGLSRGPRRAPEPLYPRRKVQDPPVVHELRVSLEEIYHGSTKRMKITRRRLNPDGRTVRTEDKILHIVIKRGWKEGTKITFPKEGDATPDNIPADIVFVLKDKPHAHFRRDGTNVLYSALISLKEALCGCTVNIPTIDGRVIPLPCNDVIKPGT.... Result: 1 (interaction). The miRNA is hsa-miR-129-1-3p with sequence AAGCCCUUACCCCAAAAAGUAU. (2) The miRNA is hsa-miR-3659 with sequence UGAGUGUUGUCUACGAGGGCA. The protein sequence of the target gene is MAAASGYTDLREKLKSMTSRDNYKAGSREAAAAAAAAVAAAAAAAAAAEPYPASGTTKRKYQEDSDPERSDYEEHQLQKEEEARKVKSGIRQIRLFSQDECSKIEARIDEVVSRAEKGLYNEHTVDRAPLRNKYFFGEGYTYGAQLQKRGPGQERLYPPGDVDEIPDWVHQLVIQKLVEHRVIPEGFVNSAVINDYQPGGCIVSHVDPIHIFERPIVSVSFFSDSALCFGCKFQFKPIRVSEPVLSLPVRRGSVTVLSGYAADEITHCIRPQDIKERRAVIILRKTRLDAPRLETKSLSS.... Result: 0 (no interaction). (3) The miRNA is mmu-miR-10a-5p with sequence UACCCUGUAGAUCCGAAUUUGUG. The protein sequence of the target gene is MACYIYQLPSWVLDDLCRNIDTLSEWDWMQFASYVITDLTQLRKIKSMERVQGVSITRELLWWWSMRQATVQQLVDLLCHLELYRAAQIVLSWKPVPESTSPLPAFPEAVKPGAVATSRRNLKDEQEKVRPVKPRSLLDTGPIMAGAQRQRPCEMDAPCSLKTDAPDSPQSKYCSTSTSAPKQERLLGLPGDRLFWSEADVVQATEDFDQSHRISEGTFADIYQGQRNGVAFAFKKLREVAGSSPGSMDRFLQAEMQLCLRCCHANVLPLLGFCTGRQFHSLIYPYMANGSLHDRLWAQG.... Result: 1 (interaction). (4) The miRNA is hsa-miR-21-5p with sequence UAGCUUAUCAGACUGAUGUUGA. The protein sequence of the target gene is MSGGSQVHIFWGAPIAPLKITVSEDTASLMSVADPWKKIQLLYSQHSLYLKDEKQHKNLENYKVPESIGSPDLSGHFLANCMNRHVHVKDDFVRSVSETQNIESQKIHSSRLSDITSSNMQICGFKSTVPHFTEEEKYQKLLSENKIRDEQPKHQPDICGKNFNTNLFQLGHKCAAVLDLVCSTEKINIGPEVVQRECVPTEYHEIQNQCLGLFSSNAVDKSRSEAAVRKVSDLKISTDTEFLSIITSSQVAFLAQKKDKRRSPVNKGNVNMETEPKASYGEIRIPEENSIQLDGFTEAY.... Result: 0 (no interaction). (5) The miRNA is hsa-miR-3189-5p with sequence UGCCCCAUCUGUGCCCUGGGUAGGA. The protein sequence of the target gene is MDGQALRKVERSRSCSQERKEGYSKDMVTDFDEKHDEYLILLQQRNRILKHLKAKDPVQLRLEHLEQGFSVYVNGANSELKTSPRKAVHTDFSRSASQAEGSQDYGRRTLFREAEEVLRRSSRTAPGKVQRRGWHQKSVQIRTEAGSRLHIEPPLDCSEDFESQEDVIGKHEDATGEHTQELRKGLGLSTSLQTQEDGSSDEYDSIEEDVLSETETEDPVLPVHNRDECPLPSHDAVQKDVPKDQELEGRHPQATDTLVVMEFNPASKGNKMDRILSAKRKENAEVFIPSKPDSVLNPQP.... Result: 0 (no interaction). (6) The miRNA is hsa-miR-744-5p with sequence UGCGGGGCUAGGGCUAACAGCA. The protein sequence of the target gene is MYRSSARSSVSSHRPKDDGGGGPRSGRSSGSSSGPARRSSPPPPPSGSSSRTPARRPRSPSGHRGRRASPSPPRGRRVSPSPPRARRGSPSPPRGRRLFPPGPAGFRGSSRGESRADYARDGRGDHPGDSGSRRRSPGLCSDSLEKSLRITVGNDHFCVSTPERRRLSDRLGSPVDNLEDMDRDDLTDDSVFTRSSQCSRGLERYISQEEGPLSPFLGQLDEDYRTKETFLHRSDYSPHISCHDELLRGTERNREKLKGYSIRSEERSREAKRPRYDDTVKINSMGGDHPSFTSGTRNYR.... Result: 1 (interaction).